This data is from Reaction yield outcomes from USPTO patents with 853,638 reactions. The task is: Predict the reaction yield, written as a fraction of the theoretical maximum amount of product (1.0 means a 100% yield; for example, 0.34 means a 34% yield). (1) The catalyst is C1COCC1.C(Cl)Cl. The product is [N+:1]([C:4]1[CH:5]=[C:6]([CH:11]=[CH:12][C:13]=1[O:14][CH2:24][CH2:23][NH2:22])[C:7]([O:9][CH3:10])=[O:8])([O-:3])=[O:2]. The reactants are [N+:1]([C:4]1[CH:5]=[C:6]([CH:11]=[CH:12][C:13]=1[OH:14])[C:7]([O:9][CH3:10])=[O:8])([O-:3])=[O:2].C([NH:22][CH2:23][CH2:24]O)(OC(C)(C)C)=O.C1C=CC(P(C2C=CC=CC=2)C2C=CC=CC=2)=CC=1.CC(OC(/N=N/C(OC(C)C)=O)=O)C. The yield is 0.270. (2) The reactants are [Cl:1][C:2]1[CH:3]=[CH:4][C:5]2[S:9][C:8]([CH2:10][O:11][C:12]3[C:13]([F:21])=[C:14]([C:19]#[N:20])[C:15]([F:18])=[CH:16][CH:17]=3)=[N:7][C:6]=2[CH:22]=1.C([O-])([O-])=O.[Na+].[Na+].Cl.[NH2:30][OH:31]. The catalyst is CCO.O. The product is [Cl:1][C:2]1[CH:3]=[CH:4][C:5]2[S:9][C:8]([CH2:10][O:11][C:12]3[C:13]([F:21])=[C:14]([C:19](=[N:30][OH:31])[NH2:20])[C:15]([F:18])=[CH:16][CH:17]=3)=[N:7][C:6]=2[CH:22]=1. The yield is 0.730. (3) The reactants are [NH:1]([C:8]1[N:9]([C:21]2[CH:26]=[CH:25][CH:24]=[CH:23][CH:22]=2)[C:10]2[C:15]([C:16](=[O:18])[CH:17]=1)=[C:14]([CH3:19])[CH:13]=[C:12](Cl)[N:11]=2)[C:2]1[CH:7]=[CH:6][CH:5]=[CH:4][CH:3]=1. The catalyst is CCOC(C)=O.CCO.[Pd]. The product is [NH:1]([C:8]1[N:9]([C:21]2[CH:22]=[CH:23][CH:24]=[CH:25][CH:26]=2)[C:10]2[C:15]([C:16](=[O:18])[CH:17]=1)=[C:14]([CH3:19])[CH:13]=[CH:12][N:11]=2)[C:2]1[CH:3]=[CH:4][CH:5]=[CH:6][CH:7]=1. The yield is 0.980.